Dataset: Catalyst prediction with 721,799 reactions and 888 catalyst types from USPTO. Task: Predict which catalyst facilitates the given reaction. (1) Reactant: [Cl-].[Li+].[Br:3][C:4]1[CH:5]=[C:6]2[C:10](=[CH:11][CH:12]=1)[CH2:9][C:8](C(OCC)=O)([C:13]([O:15][CH2:16][CH3:17])=[O:14])[CH2:7]2.CS(C)=O. Product: [Br:3][C:4]1[CH:5]=[C:6]2[C:10](=[CH:11][CH:12]=1)[CH2:9][CH:8]([C:13]([O:15][CH2:16][CH3:17])=[O:14])[CH2:7]2. The catalyst class is: 6. (2) Reactant: Cl[C:2]1[C:7]([N+:8]([O-:10])=[O:9])=[CH:6][CH:5]=[C:4]([Cl:11])[N:3]=1.[Cl:12][C:13]1[CH:20]=[C:19]([Cl:21])[CH:18]=[CH:17][C:14]=1[CH2:15][NH2:16].C(=O)([O-])[O-].[K+].[K+].O. Product: [Cl:11][C:4]1[N:3]=[C:2]([NH:16][CH2:15][C:14]2[CH:17]=[CH:18][C:19]([Cl:21])=[CH:20][C:13]=2[Cl:12])[C:7]([N+:8]([O-:10])=[O:9])=[CH:6][CH:5]=1. The catalyst class is: 8. (3) Reactant: [CH3:1][O:2][C:3]1[CH:8]=[CH:7][C:6]([C:9](=O)[CH:10]([CH2:21][CH3:22])[C:11]([C:13]2[CH:18]=[CH:17][C:16]([O:19][CH3:20])=[CH:15][CH:14]=2)=O)=[CH:5][CH:4]=1.[NH2:24][NH2:25].Cl. Product: [CH3:1][O:2][C:3]1[CH:8]=[CH:7][C:6]([C:9]2[C:10]([CH2:21][C:22]3[CH:7]=[CH:8][CH:3]=[CH:4][CH:5]=3)=[C:11]([C:13]3[CH:18]=[CH:17][C:16]([O:19][CH3:20])=[CH:15][CH:14]=3)[NH:25][N:24]=2)=[CH:5][CH:4]=1. The catalyst class is: 8. (4) Reactant: [Cl:1][CH2:2][CH:3]=O.[Br:5][C:6]1[C:11]([CH3:12])=[C:10]([Cl:13])[N:9]=[N:8][C:7]=1[NH2:14]. Product: [ClH:1].[Br:5][C:6]1[C:7]2[N:8]([CH:2]=[CH:3][N:14]=2)[N:9]=[C:10]([Cl:13])[C:11]=1[CH3:12]. The catalyst class is: 14. (5) Reactant: [Cl:1][C:2]1[C:3]([N+:14]([O-])=O)=[C:4]([NH:8][C:9](=O)[CH2:10][O:11][CH3:12])[CH:5]=[CH:6][CH:7]=1.O.O.[Sn](Cl)(Cl)(Cl)Cl.[OH-].[Na+]. Product: [Cl:1][C:2]1[C:3]2[NH:14][C:9]([CH2:10][O:11][CH3:12])=[N:8][C:4]=2[CH:5]=[CH:6][CH:7]=1. The catalyst class is: 8. (6) Reactant: [C:1]1([C:32]2[CH:37]=[CH:36][CH:35]=[CH:34][CH:33]=2)[CH:6]=[CH:5][C:4]([CH2:7][N:8]2[C:16]3[C:11](=[CH:12][CH:13]=[CH:14][C:15]=3[C:17]([NH:19][C@H:20]([C:22]3[CH:31]=[CH:30][C:25]([C:26]([O:28]C)=[O:27])=[CH:24][CH:23]=3)[CH3:21])=[O:18])[CH:10]=[CH:9]2)=[CH:3][CH:2]=1.CO.[OH-].[Na+].C(O)(=O)CC(CC(O)=O)(C(O)=O)O. Product: [C:1]1([C:32]2[CH:33]=[CH:34][CH:35]=[CH:36][CH:37]=2)[CH:2]=[CH:3][C:4]([CH2:7][N:8]2[C:16]3[C:11](=[CH:12][CH:13]=[CH:14][C:15]=3[C:17]([NH:19][C@H:20]([C:22]3[CH:23]=[CH:24][C:25]([C:26]([OH:28])=[O:27])=[CH:30][CH:31]=3)[CH3:21])=[O:18])[CH:10]=[CH:9]2)=[CH:5][CH:6]=1. The catalyst class is: 1. (7) The catalyst class is: 2. Product: [NH2:35][C:32]1[S:33][CH:34]=[C:30](/[C:10](=[N:9]/[O:8][CH2:7][C:6]([OH:43])=[O:5])/[C:11](=[O:12])[NH:13][C@H:14]2[C@@H:17]([CH2:18][N:19]3[CH2:23][CH2:22][O:21][C:20]3=[O:24])[N:16]([S:25]([OH:28])(=[O:26])=[O:27])[C:15]2=[O:29])[N:31]=1. Reactant: C([O:5][C:6](=[O:43])[CH2:7][O:8]/[N:9]=[C:10](/[C:30]1[N:31]=[C:32]([NH:35]C(OC(C)(C)C)=O)[S:33][CH:34]=1)\[C:11]([NH:13][C@H:14]1[C@@H:17]([CH2:18][N:19]2[CH2:23][CH2:22][O:21][C:20]2=[O:24])[N:16]([S:25]([OH:28])(=[O:27])=[O:26])[C:15]1=[O:29])=[O:12])(C)(C)C.C(O)(C(F)(F)F)=O. (8) Reactant: ClC1C=CC([C@H:8]2[C@H:13]([O:14]CC3C=CC=CC=3)[C@@H:12]([O:22]CC3C=CC=CC=3)[C@H:11]([O:30]CC3C=CC=CC=3)[C@@H:10]([CH2:38][O:39]CC3C=CC=CC=3)[O:9]2)=CC=1CC(=N)NN.C(C=O)=[O:53]. Product: [CH2:38]([OH:39])[C@H:10]1[O:9][C:8](=[O:53])[C@H:13]([OH:14])[C@@H:12]([OH:22])[C@@H:11]1[OH:30]. The catalyst class is: 14. (9) Reactant: [Cl:1][C:2]1[CH:7]=[CH:6][CH:5]=[CH:4][C:3]=1[C:8]1[CH:17]=[C:16]([C:18](=[O:29])[CH2:19][N:20]2[CH2:25][CH2:24][N:23]([CH:26]([CH3:28])[CH3:27])[CH2:22][CH2:21]2)[CH:15]=[C:14]2[C:9]=1[CH2:10][N:11](CC1C=CC(OC)=CC=1)[C:12](=[O:38])[N:13]2[C:30]1[C:35]([Cl:36])=[CH:34][CH:33]=[CH:32][C:31]=1[Cl:37]. Product: [Cl:1][C:2]1[CH:7]=[CH:6][CH:5]=[CH:4][C:3]=1[C:8]1[CH:17]=[C:16]([C:18](=[O:29])[CH2:19][N:20]2[CH2:21][CH2:22][N:23]([CH:26]([CH3:28])[CH3:27])[CH2:24][CH2:25]2)[CH:15]=[C:14]2[C:9]=1[CH2:10][NH:11][C:12](=[O:38])[N:13]2[C:30]1[C:31]([Cl:37])=[CH:32][CH:33]=[CH:34][C:35]=1[Cl:36]. The catalyst class is: 55. (10) Reactant: [NH2:1][C:2]1[C:11]2[N:12]=[C:13]3[CH2:18][O:17][CH2:16][C@H:15]([CH3:19])[N:14]3[C:10]=2[C:9]2[C:4](=[CH:5][C:6](/[CH:20]=[CH:21]/[C:22]([N:24]([CH3:26])[CH3:25])=[O:23])=[CH:7][CH:8]=2)[N:3]=1.C(Cl)(Cl)Cl. Product: [NH2:1][C:2]1[C:11]2[N:12]=[C:13]3[CH2:18][O:17][CH2:16][C@H:15]([CH3:19])[N:14]3[C:10]=2[C:9]2[C:4](=[CH:5][C:6]([CH2:20][CH2:21][C:22]([N:24]([CH3:26])[CH3:25])=[O:23])=[CH:7][CH:8]=2)[N:3]=1. The catalyst class is: 63.